Dataset: Forward reaction prediction with 1.9M reactions from USPTO patents (1976-2016). Task: Predict the product of the given reaction. (1) The product is: [CH2:1]([N:3]1[C:7](=[NH:8])/[C:6](=[CH:9]/[C:10]2[CH:15]=[CH:14][C:13]([O:16][C:21]3[CH:28]=[CH:27][C:24]([C:25]#[N:26])=[CH:23][C:22]=3[C:29]([F:30])([F:32])[F:31])=[C:12]([O:17][CH3:18])[CH:11]=2)/[NH:5][C:4]1=[O:19])[CH3:2]. Given the reactants [CH2:1]([N:3]1[C:7](=[NH:8])/[C:6](=[CH:9]/[C:10]2[CH:15]=[CH:14][C:13]([OH:16])=[C:12]([O:17][CH3:18])[CH:11]=2)/[NH:5][C:4]1=[O:19])[CH3:2].F[C:21]1[CH:28]=[CH:27][C:24]([C:25]#[N:26])=[CH:23][C:22]=1[C:29]([F:32])([F:31])[F:30].C(=O)([O-])[O-].[Cs+].[Cs+].O, predict the reaction product. (2) Given the reactants [CH3:1][O:2][C:3]1[CH:8]=[CH:7][C:6]([NH2:9])=[C:5]([N+:10]([O-:12])=[O:11])[CH:4]=1.[N:13]([O-])=O.[Na+].[Cl:17][Sn]Cl.Cl, predict the reaction product. The product is: [ClH:17].[CH3:1][O:2][C:3]1[CH:8]=[CH:7][C:6]([NH:9][NH2:13])=[C:5]([N+:10]([O-:12])=[O:11])[CH:4]=1. (3) Given the reactants [NH2:1][N:2]1[N:11]=[C:10]([C:12]2[CH:17]=[CH:16][C:15]([Cl:18])=[CH:14][CH:13]=2)[C:9]2[C:4](=[CH:5][CH:6]=[CH:7][CH:8]=2)[C:3]1=[O:19].[F:20][CH:21]([C:25]1[CH:30]=[CH:29][CH:28]=[CH:27][CH:26]=1)[C:22](Cl)=[O:23], predict the reaction product. The product is: [Cl:18][C:15]1[CH:16]=[CH:17][C:12]([C:10]2[C:9]3[C:4](=[CH:5][CH:6]=[CH:7][CH:8]=3)[C:3](=[O:19])[N:2]([NH:1][C:22](=[O:23])[CH:21]([F:20])[C:25]3[CH:30]=[CH:29][CH:28]=[CH:27][CH:26]=3)[N:11]=2)=[CH:13][CH:14]=1. (4) Given the reactants C(C1C=CC=C2[C:11]=1[C:10](=[O:12])[NH:9][CH2:8]2)#C.Cl[C:14]1[C:19]([C:20]([F:23])([F:22])[F:21])=[CH:18][N:17]=[C:16]([NH:24][C:25]2[CH:30]=[CH:29][C:28]([N:31]3[CH2:36][CH2:35][N:34](C(OC(C)(C)C)=O)[CH2:33][CH2:32]3)=[CH:27][CH:26]=2)[N:15]=1.[CH2:44](N(CC)CC)[CH3:45].[C:64]1(P([C:64]2[CH:69]=[CH:68][CH:67]=[CH:66][CH:65]=2)[C:64]2[CH:69]=[CH:68][CH:67]=[CH:66][CH:65]=2)[CH:69]=[CH:68][CH:67]=[CH:66][CH:65]=1, predict the reaction product. The product is: [CH3:8][NH:9][C:10](=[O:12])[CH2:11][C:64]1[CH:65]=[CH:66][CH:67]=[CH:68][C:69]=1[CH2:44][CH2:45][C:14]1[C:19]([C:20]([F:22])([F:23])[F:21])=[CH:18][N:17]=[C:16]([NH:24][C:25]2[CH:30]=[CH:29][C:28]([N:31]3[CH2:32][CH2:33][NH:34][CH2:35][CH2:36]3)=[CH:27][CH:26]=2)[N:15]=1. (5) The product is: [Br:1][C:2]1[C:7]([F:8])=[CH:6][C:5]([N:9]2[CH:22]=[C:17]([O:18][CH3:19])[C:16](=[O:20])[C:11]([C:12]([O:14][CH3:15])=[O:13])=[N:10]2)=[C:4]([F:21])[CH:3]=1. Given the reactants [Br:1][C:2]1[C:7]([F:8])=[CH:6][C:5]([NH:9][N:10]=[C:11]([C:16](=[O:20])[CH2:17][O:18][CH3:19])[C:12]([O:14][CH3:15])=[O:13])=[C:4]([F:21])[CH:3]=1.[CH3:22]COC(C)=O.CO, predict the reaction product. (6) Given the reactants [C:1]([C:3]1[C:4]([CH3:16])=[CH:5][C:6]([NH:9]C(=O)C(F)(F)F)=[N:7][CH:8]=1)#N.C(O)=[O:18], predict the reaction product. The product is: [NH2:9][C:6]1[N:7]=[CH:8][C:3]([CH:1]=[O:18])=[C:4]([CH3:16])[CH:5]=1. (7) Given the reactants C[Si](C)(C)CCOC[N:7]1[C:11]2[N:12]=[CH:13][N:14]=[C:15]([C:16]3[CH:17]=[N:18][N:19]([CH:21]([C:25]4[CH:26]=[N:27][CH:28]=[C:29]([C:31]#[C:32][Si](C)(C)C)[CH:30]=4)[CH2:22][C:23]#[N:24])[CH:20]=3)[C:10]=2[CH:9]=[CH:8]1.C(Cl)Cl.[C:42]([OH:48])([C:44]([F:47])([F:46])[F:45])=[O:43].[OH-].[K+].CO, predict the reaction product. The product is: [C:42]([OH:48])([C:44]([F:47])([F:46])[F:45])=[O:43].[F:45][C:44]([F:47])([F:46])[C:42]([OH:48])=[O:43].[C:31]([C:29]1[CH:30]=[C:25]([CH:21]([N:19]2[CH:20]=[C:16]([C:15]3[C:10]4[CH:9]=[CH:8][NH:7][C:11]=4[N:12]=[CH:13][N:14]=3)[CH:17]=[N:18]2)[CH2:22][C:23]#[N:24])[CH:26]=[N:27][CH:28]=1)#[CH:32]. (8) The product is: [N+:2]([O-:5])([O-:4])=[O:3].[Al+3:10].[N+:2]([O-:5])([O-:4])=[O:3].[N+:2]([O-:5])([O-:4])=[O:3].[OH-:7].[NH4+:1]. Given the reactants [NH3:1].[N+:2]([O-:5])([O-:4])=[O:3].[NH4+].[OH-:7].[OH-].[OH-].[Al+3:10], predict the reaction product. (9) Given the reactants [C:1]([NH:4][CH2:5][C@@H:6]1[O:10][C:9](=[O:11])[N:8]([C:12]2[CH:17]=[CH:16][C:15]([C:18]3[CH:19]=[CH:20][C:21]([N:24]4[CH2:29][CH2:28][N:27](C(OC(C)(C)C)=O)[CH2:26][CH2:25]4)=[N:22][CH:23]=3)=[C:14]([F:37])[CH:13]=2)[CH2:7]1)(=[O:3])[CH3:2], predict the reaction product. The product is: [F:37][C:14]1[CH:13]=[C:12]([N:8]2[CH2:7][C@H:6]([CH2:5][NH:4][C:1](=[O:3])[CH3:2])[O:10][C:9]2=[O:11])[CH:17]=[CH:16][C:15]=1[C:18]1[CH:23]=[N:22][C:21]([N:24]2[CH2:29][CH2:28][NH:27][CH2:26][CH2:25]2)=[CH:20][CH:19]=1.